Dataset: NCI-60 drug combinations with 297,098 pairs across 59 cell lines. Task: Regression. Given two drug SMILES strings and cell line genomic features, predict the synergy score measuring deviation from expected non-interaction effect. (1) Drug 1: CC1=C(C=C(C=C1)NC(=O)C2=CC=C(C=C2)CN3CCN(CC3)C)NC4=NC=CC(=N4)C5=CN=CC=C5. Drug 2: C(CC(=O)O)C(=O)CN.Cl. Cell line: M14. Synergy scores: CSS=9.35, Synergy_ZIP=-1.07, Synergy_Bliss=-2.13, Synergy_Loewe=-7.87, Synergy_HSA=-7.71. (2) Drug 1: CCCCCOC(=O)NC1=NC(=O)N(C=C1F)C2C(C(C(O2)C)O)O. Drug 2: C1C(C(OC1N2C=NC3=C2NC=NCC3O)CO)O. Cell line: ACHN. Synergy scores: CSS=-7.87, Synergy_ZIP=8.66, Synergy_Bliss=6.89, Synergy_Loewe=-4.85, Synergy_HSA=-4.85. (3) Drug 1: C1=CC(=CC=C1CCC2=CNC3=C2C(=O)NC(=N3)N)C(=O)NC(CCC(=O)O)C(=O)O. Drug 2: C1=CC=C(C(=C1)C(C2=CC=C(C=C2)Cl)C(Cl)Cl)Cl. Cell line: U251. Synergy scores: CSS=35.0, Synergy_ZIP=1.80, Synergy_Bliss=1.43, Synergy_Loewe=-27.1, Synergy_HSA=2.06. (4) Drug 1: CCN(CC)CCNC(=O)C1=C(NC(=C1C)C=C2C3=C(C=CC(=C3)F)NC2=O)C. Drug 2: CC1C(C(CC(O1)OC2CC(OC(C2O)C)OC3=CC4=CC5=C(C(=O)C(C(C5)C(C(=O)C(C(C)O)O)OC)OC6CC(C(C(O6)C)O)OC7CC(C(C(O7)C)O)OC8CC(C(C(O8)C)O)(C)O)C(=C4C(=C3C)O)O)O)O. Cell line: PC-3. Synergy scores: CSS=45.3, Synergy_ZIP=2.64, Synergy_Bliss=1.55, Synergy_Loewe=-17.5, Synergy_HSA=-1.19.